Dataset: Full USPTO retrosynthesis dataset with 1.9M reactions from patents (1976-2016). Task: Predict the reactants needed to synthesize the given product. (1) Given the product [C:11]([C:13]1[CH:14]=[C:15]([C:23]2[S:22][C:26]([C:5]3[CH:6]=[CH:7][C:2]([Br:1])=[CH:3][C:4]=3[CH3:9])=[CH:25][CH:24]=2)[CH:16]=[CH:17][C:18]=1[F:19])#[N:12], predict the reactants needed to synthesize it. The reactants are: [Br:1][C:2]1[CH:7]=[CH:6][C:5](I)=[C:4]([CH3:9])[CH:3]=1.[Br-].[C:11]([C:13]1[CH:14]=[C:15]([Zn+])[CH:16]=[CH:17][C:18]=1[F:19])#[N:12].[Br-].[S:22]1[CH:26]=[CH:25][CH:24]=[C:23]1[Zn+]. (2) Given the product [C:32]([O:35][C:36](=[O:37])[N:15]([CH2:14][CH2:13][C:3]1[CH:4]=[C:5]([O:11][CH3:12])[C:6]([N+:8]([O-:10])=[O:9])=[CH:7][C:2]=1[Cl:1])[CH2:16][C:17]1[CH:22]=[CH:21][CH:20]=[C:19]([F:23])[CH:18]=1)([CH3:34])([CH3:33])[CH3:31], predict the reactants needed to synthesize it. The reactants are: [Cl:1][C:2]1[CH:7]=[C:6]([N+:8]([O-:10])=[O:9])[C:5]([O:11][CH3:12])=[CH:4][C:3]=1[CH2:13][CH2:14][NH:15][CH2:16][C:17]1[CH:22]=[CH:21][CH:20]=[C:19]([F:23])[CH:18]=1.C(N(CC)CC)C.[CH3:31][C:32]([O:35][C:36](O[C:36]([O:35][C:32]([CH3:34])([CH3:33])[CH3:31])=[O:37])=[O:37])([CH3:34])[CH3:33].